This data is from Forward reaction prediction with 1.9M reactions from USPTO patents (1976-2016). The task is: Predict the product of the given reaction. Given the reactants [C:1]([O:5][C:6](=[O:24])[NH:7][C:8]1[CH:13]=[CH:12][C:11]([C:14]2[CH:19]=[CH:18][C:17]([F:20])=[CH:16][CH:15]=2)=[CH:10][C:9]=1[N+:21]([O-])=O)([CH3:4])([CH3:3])[CH3:2], predict the reaction product. The product is: [C:1]([O:5][C:6](=[O:24])[NH:7][C:8]1[CH:13]=[CH:12][C:11]([C:14]2[CH:15]=[CH:16][C:17]([F:20])=[CH:18][CH:19]=2)=[CH:10][C:9]=1[NH2:21])([CH3:4])([CH3:2])[CH3:3].